Task: Regression. Given a peptide amino acid sequence and an MHC pseudo amino acid sequence, predict their binding affinity value. This is MHC class I binding data.. Dataset: Peptide-MHC class I binding affinity with 185,985 pairs from IEDB/IMGT The peptide sequence is VIARTHTAL. The MHC is HLA-B58:01 with pseudo-sequence HLA-B58:01. The binding affinity (normalized) is 0.0847.